Task: Predict the reactants needed to synthesize the given product.. Dataset: Full USPTO retrosynthesis dataset with 1.9M reactions from patents (1976-2016) (1) Given the product [I:22][CH2:14][CH2:13][C:12]1[CH:20]=[CH:21][C:9]([CH2:1][CH2:2][CH2:3][CH2:4][CH2:5][CH2:6][CH2:7][CH3:8])=[CH:10][CH:11]=1, predict the reactants needed to synthesize it. The reactants are: [CH2:1]([C:9]1[CH:21]=[CH:20][C:12]([CH2:13][CH2:14]CS([O-])(=O)=O)=[CH:11][CH:10]=1)[CH2:2][CH2:3][CH2:4][CH2:5][CH2:6][CH2:7][CH3:8].[I-:22].[Na+]. (2) The reactants are: [Cl:1][C:2]1[S:6][C:5]([C:7]([OH:9])=O)=[C:4]([CH2:10][C:11]2[CH:16]=[CH:15][CH:14]=[C:13]([Cl:17])[CH:12]=2)[CH:3]=1.[N:18]([CH:21]([C:23]1[CH:30]=[CH:29][C:26]([C:27]#[N:28])=[CH:25][CH:24]=1)[CH3:22])=[N+]=[N-].C(C1C=CC(C#N)=CC=1)(=O)C.C1([Se][Se]C2C=CC=CC=2)C=CC=CC=1.C(P(CCCC)CCCC)CCC. Given the product [Cl:1][C:2]1[S:6][C:5]([C:7]([NH:18][CH:21]([C:23]2[CH:30]=[CH:29][C:26]([C:27]#[N:28])=[CH:25][CH:24]=2)[CH3:22])=[O:9])=[C:4]([CH2:10][C:11]2[CH:16]=[CH:15][CH:14]=[C:13]([Cl:17])[CH:12]=2)[CH:3]=1, predict the reactants needed to synthesize it. (3) Given the product [CH2:23]([O:22][C:20](=[O:21])[CH2:19][N:18]([CH2:11][C:12]1[CH:17]=[CH:16][CH:15]=[CH:14][CH:13]=1)[CH2:7][C:6]1[CH:9]=[CH:10][C:3]([O:2][CH3:1])=[CH:4][CH:5]=1)[CH3:24], predict the reactants needed to synthesize it. The reactants are: [CH3:1][O:2][C:3]1[CH:10]=[CH:9][C:6]([CH2:7]Cl)=[CH:5][CH:4]=1.[CH2:11]([NH:18][CH2:19][C:20]([O:22][CH2:23][CH3:24])=[O:21])[C:12]1[CH:17]=[CH:16][CH:15]=[CH:14][CH:13]=1.[H-].[Na+]. (4) Given the product [O:1]=[C:2]([N:8]1[CH2:13][CH2:12][CH:11]([C:14]2[CH:19]=[CH:18][CH:17]=[CH:16][C:15]=2[C:20]([F:23])([F:21])[F:22])[CH2:10][CH2:9]1)[C:3]([OH:5])=[O:4], predict the reactants needed to synthesize it. The reactants are: [O:1]=[C:2]([N:8]1[CH2:13][CH2:12][CH:11]([C:14]2[CH:19]=[CH:18][CH:17]=[CH:16][C:15]=2[C:20]([F:23])([F:22])[F:21])[CH2:10][CH2:9]1)[C:3]([O:5]CC)=[O:4].[OH-].[Na+].Cl. (5) Given the product [NH2:27][CH2:2][C:3]1[N:12]=[C:11]([N:13]([C:15]2[CH:20]=[CH:19][C:18]([O:21][CH:22]([CH3:24])[CH3:23])=[CH:17][CH:16]=2)[CH3:14])[C:10]2[C:5](=[CH:6][CH:7]=[CH:8][CH:9]=2)[N:4]=1, predict the reactants needed to synthesize it. The reactants are: Cl[CH2:2][C:3]1[N:12]=[C:11]([N:13]([C:15]2[CH:20]=[CH:19][C:18]([O:21][CH:22]([CH3:24])[CH3:23])=[CH:17][CH:16]=2)[CH3:14])[C:10]2[C:5](=[CH:6][CH:7]=[CH:8][CH:9]=2)[N:4]=1.ClC1C2C(=CC=CC=2)N=C(CCl)[N:27]=1.C(OC1C=CC(NC)=CC=1)(C)C.